Dataset: Reaction yield outcomes from USPTO patents with 853,638 reactions. Task: Predict the reaction yield, written as a fraction of the theoretical maximum amount of product (1.0 means a 100% yield; for example, 0.34 means a 34% yield). (1) The reactants are [C:1]1([S:7]([N:10]2[C:18]3[C:13](=[C:14]([N:19]4[CH2:24][CH2:23][N:22](C(OC(C)(C)C)=O)[CH2:21][CH2:20]4)[CH:15]=[CH:16][CH:17]=3)[CH:12]=[CH:11]2)(=[O:9])=[O:8])[CH:6]=[CH:5][CH:4]=[CH:3][CH:2]=1.[ClH:32]. The catalyst is O1CCOCC1. The product is [ClH:32].[C:1]1([S:7]([N:10]2[C:18]3[C:13](=[C:14]([N:19]4[CH2:24][CH2:23][NH:22][CH2:21][CH2:20]4)[CH:15]=[CH:16][CH:17]=3)[CH:12]=[CH:11]2)(=[O:9])=[O:8])[CH:2]=[CH:3][CH:4]=[CH:5][CH:6]=1. The yield is 0.990. (2) The reactants are [NH2:1][C@@H:2]1[C:8](=[O:9])[NH:7][C:6]2[CH:10]=[CH:11][CH:12]=[CH:13][C:5]=2[O:4][C@@H:3]1[C:14]1[CH:19]=[CH:18][CH:17]=[CH:16][CH:15]=1.C(N(CC)CC)C.[C:27](O[C:27]([O:29][C:30]([CH3:33])([CH3:32])[CH3:31])=[O:28])([O:29][C:30]([CH3:33])([CH3:32])[CH3:31])=[O:28]. The catalyst is ClCCl. The product is [O:9]=[C:8]1[NH:7][C:6]2[CH:10]=[CH:11][CH:12]=[CH:13][C:5]=2[O:4][C@H:3]([C:14]2[CH:15]=[CH:16][CH:17]=[CH:18][CH:19]=2)[C@@H:2]1[NH:1][C:27](=[O:28])[O:29][C:30]([CH3:33])([CH3:32])[CH3:31]. The yield is 0.830. (3) The catalyst is CS(C)=O. The reactants are S(O[C@H:12]1[CH2:16][N:15]([C:17]([O:19][CH2:20][C:21]2[CH:26]=[CH:25][CH:24]=[CH:23][CH:22]=2)=[O:18])[C@H:14]([CH2:27]OS(C2C=CC(C)=CC=2)(=O)=O)[CH2:13]1)(C1C=CC(C)=CC=1)(=O)=O.[S-2:39].[Na+].[Na+].CCOC(C)=O. The yield is 0.610. The product is [C@H:12]12[CH2:13][C@H:14]([N:15]([C:17]([O:19][CH2:20][C:21]3[CH:22]=[CH:23][CH:24]=[CH:25][CH:26]=3)=[O:18])[CH2:16]1)[CH2:27][S:39]2.